From a dataset of Forward reaction prediction with 1.9M reactions from USPTO patents (1976-2016). Predict the product of the given reaction. The product is: [F:19][C:20]([F:33])([F:32])[S:21]([O:12][C:8]1[CH:7]=[CH:6][CH:5]=[C:4]2[C:9]=1[CH:10]=[CH:11][C:2]([CH3:1])=[N:3]2)(=[O:23])=[O:22]. Given the reactants [CH3:1][C:2]1[CH:11]=[CH:10][C:9]2[C:8]([OH:12])=[CH:7][CH:6]=[CH:5][C:4]=2[N:3]=1.N1C=CC=CC=1.[F:19][C:20]([F:33])([F:32])[S:21](O[S:21]([C:20]([F:33])([F:32])[F:19])(=[O:23])=[O:22])(=[O:23])=[O:22].O, predict the reaction product.